Dataset: Reaction yield outcomes from USPTO patents with 853,638 reactions. Task: Predict the reaction yield, written as a fraction of the theoretical maximum amount of product (1.0 means a 100% yield; for example, 0.34 means a 34% yield). (1) The reactants are [Cl-].O[NH3+:3].[C:4](=[O:7])([O-])[OH:5].[Na+].[O:9]=[C:10]1[C:15]([CH2:16][C:17]2[CH:22]=[CH:21][C:20]([C:23]3[C:24]([C:29]#[N:30])=[CH:25][CH:26]=[CH:27][CH:28]=3)=[CH:19][CH:18]=2)=[C:14]([CH2:31][CH2:32][CH3:33])[N:13]2[N:34]=[CH:35][N:36]=[C:12]2[N:11]1[CH:37]1[CH2:42][CH2:41][N:40]([CH:43]2[CH2:48][CH2:47][O:46][CH2:45][CH2:44]2)[CH2:39][CH2:38]1. The catalyst is CS(C)=O.C(OCC)(=O)C. The product is [O:7]=[C:4]1[O:5][N:3]=[C:29]([C:24]2[CH:25]=[CH:26][CH:27]=[CH:28][C:23]=2[C:20]2[CH:19]=[CH:18][C:17]([CH2:16][C:15]3[C:10](=[O:9])[N:11]([CH:37]4[CH2:42][CH2:41][N:40]([CH:43]5[CH2:48][CH2:47][O:46][CH2:45][CH2:44]5)[CH2:39][CH2:38]4)[C:12]4[N:13]([N:34]=[CH:35][N:36]=4)[C:14]=3[CH2:31][CH2:32][CH3:33])=[CH:22][CH:21]=2)[NH:30]1. The yield is 0.310. (2) The yield is 0.720. The reactants are [C:1]1([C:7]2[N:12]=[CH:11][C:10]([C:13]([OH:15])=O)=[CH:9][N:8]=2)[CH:6]=[CH:5][CH:4]=[CH:3][CH:2]=1.ClC(Cl)(O[C:20](=[O:26])OC(Cl)(Cl)Cl)Cl.[CH2:28]([N:30](CC)CC)C.Cl. The catalyst is ClCCl. The product is [CH3:20][O:26][N:30]([CH3:28])[C:13]([C:10]1[CH:11]=[N:12][C:7]([C:1]2[CH:2]=[CH:3][CH:4]=[CH:5][CH:6]=2)=[N:8][CH:9]=1)=[O:15]. (3) The reactants are [F:1][C:2]([F:13])([F:12])[C:3]1[CH:8]=[CH:7][C:6]([CH2:9][CH2:10][NH2:11])=[CH:5][CH:4]=1.[C:14](OC(=O)C)(=[O:16])[CH3:15]. No catalyst specified. The product is [F:1][C:2]([F:12])([F:13])[C:3]1[CH:4]=[CH:5][C:6]([CH2:9][CH2:10][NH:11][C:14](=[O:16])[CH3:15])=[CH:7][CH:8]=1. The yield is 0.290. (4) The reactants are [OH:1][CH2:2][CH2:3][C:4](=O)[CH3:5].[CH2:7]([SH:14])[C:8]1[CH:13]=[CH:12][CH:11]=[CH:10][CH:9]=1.[N+:15]([CH3:18])([O-:17])=[O:16].C(N)CN. The catalyst is C(#N)C. The product is [CH2:7]([S:14][C:4]([CH3:5])([CH2:18][N+:15]([O-:17])=[O:16])[CH2:3][CH2:2][OH:1])[C:8]1[CH:13]=[CH:12][CH:11]=[CH:10][CH:9]=1. The yield is 0.390. (5) The reactants are CS([O:5][CH2:6][CH2:7][CH2:8][C:9]1[CH:14]=[CH:13][C:12]([NH:15][C:16]([O:18][C:19]([CH3:22])([CH3:21])[CH3:20])=[O:17])=[CH:11][CH:10]=1)(=O)=O.[CH2:23]([O:25][C:26](=[O:39])[C@@H:27]([O:36][CH2:37][CH3:38])[CH2:28][C:29]1[CH:34]=[CH:33][C:32](O)=[CH:31][CH:30]=1)[CH3:24].C(=O)([O-])[O-].[K+].[K+]. The catalyst is C(#N)C. The product is [C:19]([O:18][C:16]([NH:15][C:12]1[CH:13]=[CH:14][C:9]([CH2:8][CH2:7][CH2:6][O:5][C:32]2[CH:31]=[CH:30][C:29]([CH2:28][C@H:27]([O:36][CH2:37][CH3:38])[C:26]([O:25][CH2:23][CH3:24])=[O:39])=[CH:34][CH:33]=2)=[CH:10][CH:11]=1)=[O:17])([CH3:22])([CH3:21])[CH3:20]. The yield is 0.755. (6) The reactants are [F:1][C:2]1[CH:3]=[C:4]([OH:9])[CH:5]=[CH:6][C:7]=1[F:8].Cl[CH2:11][C:12]([CH3:14])=[CH2:13].C(=O)([O-])[O-].[K+].[K+]. The catalyst is CN(C=O)C. The product is [F:8][C:7]1[CH:6]=[CH:5][C:4]([O:9][CH2:13][C:12]([CH3:14])=[CH2:11])=[CH:3][C:2]=1[F:1]. The yield is 0.630. (7) The catalyst is C1COCC1. The reactants are [CH2:1]([C:3]1[C:7]([C:8](OCC)=[O:9])=[C:6]([CH3:13])[O:5][N:4]=1)[CH3:2].[H-].[H-].[H-].[H-].[Li+].[Al+3].O. The yield is 0.846. The product is [CH2:1]([C:3]1[C:7]([CH2:8][OH:9])=[C:6]([CH3:13])[O:5][N:4]=1)[CH3:2]. (8) The reactants are CN(C(ON1N=NC2C=CC=NC1=2)=[N+](C)C)C.F[P-](F)(F)(F)(F)F.[CH:25]1([C:31]2[C:32]3[CH:33]=[CH:34][C:35]([C:65](=[O:73])[NH:66][S:67]([CH:70]([CH3:72])[CH3:71])(=[O:69])=[O:68])=[CH:36][C:37]=3[N:38]3[CH2:44][C:43]([C:45]4[N:49]([CH:50]5[CH2:52][CH2:51]5)[N:48]=[C:47]([CH:53]([CH3:55])[CH3:54])[C:46]=4[C:56](O)=[O:57])=[CH:42][C:41]4[CH:59]=[C:60]([O:63][CH3:64])[CH:61]=[CH:62][C:40]=4[C:39]=23)[CH2:30][CH2:29][CH2:28][CH2:27][CH2:26]1.Cl.Cl.[CH3:76][N:77]1[CH2:83][CH:82]2[NH:84][CH:79]([CH2:80][CH2:81]2)[CH2:78]1.CCN(C(C)C)C(C)C. The catalyst is CN(C=O)C. The product is [CH:25]1([C:31]2[C:32]3[CH:33]=[CH:34][C:35]([C:65]([NH:66][S:67]([CH:70]([CH3:72])[CH3:71])(=[O:68])=[O:69])=[O:73])=[CH:36][C:37]=3[N:38]3[CH2:44][C:43]([C:45]4[N:49]([CH:50]5[CH2:51][CH2:52]5)[N:48]=[C:47]([CH:53]([CH3:55])[CH3:54])[C:46]=4[C:56]([N:84]4[CH:82]5[CH2:81][CH2:80][CH:79]4[CH2:78][N:77]([CH3:76])[CH2:83]5)=[O:57])=[CH:42][C:41]4[CH:59]=[C:60]([O:63][CH3:64])[CH:61]=[CH:62][C:40]=4[C:39]=23)[CH2:26][CH2:27][CH2:28][CH2:29][CH2:30]1. The yield is 0.360. (9) The reactants are [OH:1][C@@H:2]1[C@@H:6]([CH2:7][OH:8])[CH2:5][C@@H:4]([NH:9][C:10](=[O:16])[O:11][C:12]([CH3:15])([CH3:14])[CH3:13])[CH2:3]1.N1C=CN=C1.[Si:22](Cl)([C:25]([CH3:28])([CH3:27])[CH3:26])([CH3:24])[CH3:23]. The catalyst is CN(C=O)C.C(Cl)Cl. The product is [Si:22]([O:8][CH2:7][C@@H:6]1[C@@H:2]([OH:1])[CH2:3][C@H:4]([NH:9][C:10](=[O:16])[O:11][C:12]([CH3:13])([CH3:15])[CH3:14])[CH2:5]1)([C:25]([CH3:28])([CH3:27])[CH3:26])([CH3:24])[CH3:23]. The yield is 0.870. (10) The yield is 0.710. The product is [Br:1][C:2]1[CH:9]=[CH:8][C:7]([O:14][CH3:15])=[CH:6][C:3]=1[CH:29]([O:30][CH3:31])[O:33][CH3:34]. The reactants are [Br:1][C:2]1[CH:9]=[CH:8][C:7](C(F)(F)F)=[CH:6][C:3]=1C=O.[OH2:14].[C:15]1(C)C=CC(S(O)(=O)=O)=CC=1.C(O[CH:29]([O:33][CH2:34]C)[O:30][CH2:31]C)C. The catalyst is CO.